From a dataset of Full USPTO retrosynthesis dataset with 1.9M reactions from patents (1976-2016). Predict the reactants needed to synthesize the given product. (1) Given the product [C:51]([O:55][C:56](=[O:77])[NH:57][C@H:58]([CH2:64][NH:65][C:66]([C:68]1[C:73]([NH2:74])=[N:72][C:71]([NH2:75])=[C:70]([Cl:76])[N:69]=1)=[O:67])[CH2:59][CH2:60][CH2:61][CH2:62][NH:63][C:17](=[O:19])[CH2:16][CH2:15][C:12]1[CH:11]=[CH:10][C:9]([O:8][CH2:1][C:2]2[CH:3]=[CH:4][CH:5]=[CH:6][CH:7]=2)=[CH:14][CH:13]=1)([CH3:54])([CH3:52])[CH3:53], predict the reactants needed to synthesize it. The reactants are: [CH2:1]([O:8][C:9]1[CH:14]=[CH:13][C:12]([CH2:15][CH2:16][C:17]([OH:19])=O)=[CH:11][CH:10]=1)[C:2]1[CH:7]=[CH:6][CH:5]=[CH:4][CH:3]=1.CN(C(ON1N=NC2C=CC=NC1=2)=[N+](C)C)C.F[P-](F)(F)(F)(F)F.CN1CCOCC1.[C:51]([O:55][C:56](=[O:77])[NH:57][C@H:58]([CH2:64][NH:65][C:66]([C:68]1[C:73]([NH2:74])=[N:72][C:71]([NH2:75])=[C:70]([Cl:76])[N:69]=1)=[O:67])[CH2:59][CH2:60][CH2:61][CH2:62][NH2:63])([CH3:54])([CH3:53])[CH3:52]. (2) Given the product [Si:6]([O:13][CH2:14][CH2:15][NH:16][CH:3]1[CH2:2][O:1][CH2:4]1)([C:9]([CH3:11])([CH3:12])[CH3:10])([CH3:8])[CH3:7], predict the reactants needed to synthesize it. The reactants are: [O:1]1[CH2:4][C:3](=O)[CH2:2]1.[Si:6]([O:13][CH2:14][CH2:15][NH2:16])([C:9]([CH3:12])([CH3:11])[CH3:10])([CH3:8])[CH3:7]. (3) Given the product [OH:13][C@@H:12]([C:14]1[CH:21]=[C:20]([O:22][CH3:23])[C:17]([C:18]#[N:19])=[CH:16][N:15]=1)[CH2:11][N:10]1[CH:6]2[CH2:7][N:8]([CH2:37][CH:35]([OH:36])[C:26]3[C:25]([CH3:24])=[C:33]4[C:29](=[CH:28][CH:27]=3)[C:30](=[O:34])[O:31][CH2:32]4)[CH2:9][CH:2]1[CH2:3][O:4][CH2:5]2, predict the reactants needed to synthesize it. The reactants are: Cl.[C@@H:2]12[N:10]([CH2:11][CH:12]([C:14]3[CH:21]=[C:20]([O:22][CH3:23])[C:17]([C:18]#[N:19])=[CH:16][N:15]=3)[OH:13])[C@@H:6]([CH2:7][NH:8][CH2:9]1)[CH2:5][O:4][CH2:3]2.[CH3:24][C:25]1[C:33]2[CH2:32][O:31][C:30](=[O:34])[C:29]=2[CH:28]=[CH:27][C:26]=1[C@@H:35]1[CH2:37][O:36]1. (4) Given the product [NH2:1][CH:4]1[CH:8]2[O:9][CH2:10][CH:11]([N:12]3[C:20](=[O:21])[C:19]4[C:14](=[CH:15][CH:16]=[CH:17][CH:18]=4)[C:13]3=[O:22])[CH:7]2[O:6][CH2:5]1, predict the reactants needed to synthesize it. The reactants are: [N:1]([CH:4]1[CH:8]2[O:9][CH2:10][CH:11]([N:12]3[C:20](=[O:21])[C:19]4[C:14](=[CH:15][CH:16]=[CH:17][CH:18]=4)[C:13]3=[O:22])[CH:7]2[O:6][CH2:5]1)=[N+]=[N-]. (5) The reactants are: Br[C:2]1[CH:6]=[CH:5][O:4][CH:3]=1.[Li]CCCC.[CH:12]([Si:15]([CH:36]([CH3:38])[CH3:37])([CH:33]([CH3:35])[CH3:34])[O:16][C:17]1[CH:24]=[C:23]2[C:20]([CH2:21][C:22]2([CH2:27][CH2:28][CH:29]=[O:30])[C:25]#[N:26])=[CH:19][C:18]=1[O:31][CH3:32])([CH3:14])[CH3:13].[NH4+].[Cl-]. Given the product [O:4]1[CH:5]=[CH:6][C:2]([CH:29]([OH:30])[CH2:28][CH2:27][C:22]2([C:25]#[N:26])[CH2:21][C:20]3[C:23]2=[CH:24][C:17]([O:16][Si:15]([CH:12]([CH3:14])[CH3:13])([CH:36]([CH3:37])[CH3:38])[CH:33]([CH3:35])[CH3:34])=[C:18]([O:31][CH3:32])[CH:19]=3)=[CH:3]1, predict the reactants needed to synthesize it.